Dataset: NCI-60 drug combinations with 297,098 pairs across 59 cell lines. Task: Regression. Given two drug SMILES strings and cell line genomic features, predict the synergy score measuring deviation from expected non-interaction effect. (1) Drug 1: CN1CCC(CC1)COC2=C(C=C3C(=C2)N=CN=C3NC4=C(C=C(C=C4)Br)F)OC. Drug 2: CS(=O)(=O)OCCCCOS(=O)(=O)C. Cell line: MOLT-4. Synergy scores: CSS=52.2, Synergy_ZIP=-1.29, Synergy_Bliss=-0.693, Synergy_Loewe=-2.28, Synergy_HSA=-0.381. (2) Drug 1: C1CN(P(=O)(OC1)NCCCl)CCCl. Drug 2: CC(C)CN1C=NC2=C1C3=CC=CC=C3N=C2N. Cell line: SF-295. Synergy scores: CSS=-0.772, Synergy_ZIP=0.591, Synergy_Bliss=1.73, Synergy_Loewe=-4.76, Synergy_HSA=-2.86. (3) Drug 1: CN(C)N=NC1=C(NC=N1)C(=O)N. Drug 2: CC1=C(N=C(N=C1N)C(CC(=O)N)NCC(C(=O)N)N)C(=O)NC(C(C2=CN=CN2)OC3C(C(C(C(O3)CO)O)O)OC4C(C(C(C(O4)CO)O)OC(=O)N)O)C(=O)NC(C)C(C(C)C(=O)NC(C(C)O)C(=O)NCCC5=NC(=CS5)C6=NC(=CS6)C(=O)NCCC[S+](C)C)O. Cell line: HOP-92. Synergy scores: CSS=18.8, Synergy_ZIP=-5.52, Synergy_Bliss=-0.572, Synergy_Loewe=-43.2, Synergy_HSA=0.0286.